Dataset: Catalyst prediction with 721,799 reactions and 888 catalyst types from USPTO. Task: Predict which catalyst facilitates the given reaction. (1) The catalyst class is: 11. Reactant: [CH3:1][O:2][CH2:3][CH2:4][CH2:5][N:6]1[C:14]2[C:9](=[CH:10][CH:11]=[C:12](/[CH:15]=[C:16](\[CH:22]([CH3:24])[CH3:23])/[C:17](OCC)=[O:18])[CH:13]=2)[C:8]([CH3:25])=[N:7]1.[H-].C([Al+]CC(C)C)C(C)C.Cl. Product: [CH3:1][O:2][CH2:3][CH2:4][CH2:5][N:6]1[C:14]2[C:9](=[CH:10][CH:11]=[C:12](/[CH:15]=[C:16](\[CH:22]([CH3:23])[CH3:24])/[CH2:17][OH:18])[CH:13]=2)[C:8]([CH3:25])=[N:7]1.[NH3:6]. (2) Reactant: [CH3:1][O:2][C:3]1[CH:4]=[C:5]([NH:10][C:11](=[O:15])[CH:12]([CH3:14])[CH3:13])[CH:6]=[CH:7][C:8]=1[CH3:9].[Br-:16].[Br-].[Br-].C([N+](CCCC)(CCCC)CCCC)CCC.C([N+](CCCC)(CCCC)CCCC)CCC.C([N+](CCCC)(CCCC)CCCC)CCC. Product: [Br:16][C:6]1[CH:7]=[C:8]([CH3:9])[C:3]([O:2][CH3:1])=[CH:4][C:5]=1[NH:10][C:11](=[O:15])[CH:12]([CH3:13])[CH3:14]. The catalyst class is: 4. (3) Reactant: C(O[C:6](=O)[N:7]([CH2:9][CH2:10][CH2:11][C:12]1[CH:17]=[CH:16][C:15]([F:18])=[CH:14][CH:13]=1)C)(C)(C)C.FC(F)(F)C(O)=O. Product: [F:18][C:15]1[CH:14]=[CH:13][C:12]([CH2:11][CH2:10][CH2:9][NH:7][CH3:6])=[CH:17][CH:16]=1. The catalyst class is: 4. (4) Reactant: [Cl:1][C:2]1[CH:3]=[CH:4][C:5]([CH2:33][CH3:34])=[C:6]([C:8]2[N:9]([S:24]([C:27]3[CH:32]=[CH:31][CH:30]=[CH:29][CH:28]=3)(=[O:26])=[O:25])[C:10](B3OC(C)(C)C(C)(C)O3)=[CH:11][C:12]=2[C:13]#[N:14])[CH:7]=1.I[C:36]1[N:41]=[CH:40][N:39]=[C:38]([NH2:42])[CH:37]=1.C([O-])([O-])=O.[Cs+].[Cs+].O. Product: [NH2:42][C:38]1[N:39]=[CH:40][N:41]=[C:36]([C:10]2[N:9]([S:24]([C:27]3[CH:32]=[CH:31][CH:30]=[CH:29][CH:28]=3)(=[O:26])=[O:25])[C:8]([C:6]3[CH:7]=[C:2]([Cl:1])[CH:3]=[CH:4][C:5]=3[CH2:33][CH3:34])=[C:12]([C:13]#[N:14])[CH:11]=2)[CH:37]=1. The catalyst class is: 800. (5) Reactant: [C:1]([O:5][C:6]([N:8]([CH2:10][C:11]1[CH:16]=[CH:15][C:14]([Cl:17])=[CH:13][CH:12]=1)[NH2:9])=[O:7])([CH3:4])(C)C.[C:18]([O-:21])(O)=[O:19].[Na+].C(Cl)(OCC1[C:39]2[C:34](=[CH:35][CH:36]=[CH:37][CH:38]=2)[C:33]2[C:28]1=[CH:29][CH:30]=[CH:31][CH:32]=2)=O.O. Product: [Cl:17][C:14]1[CH:13]=[CH:12][C:11]([CH2:10][N:8]([C:6]([O:5][CH2:1][CH:4]2[C:28]3[CH:29]=[CH:30][CH:31]=[CH:32][C:33]=3[C:34]3[C:35]2=[CH:36][CH:37]=[CH:38][CH:39]=3)=[O:7])[NH:9][C:18]([O:21][C:11]([CH3:16])([CH3:12])[CH3:10])=[O:19])=[CH:16][CH:15]=1. The catalyst class is: 12. (6) Reactant: [C:1]([Mg]Br)#[C:2][CH3:3].[CH2:6]([O:13][C:14]1[CH:15]=[C:16]([CH:19]=[CH:20][CH:21]=1)[CH:17]=[O:18])[C:7]1[CH:12]=[CH:11][CH:10]=[CH:9][CH:8]=1. Product: [CH2:6]([O:13][C:14]1[CH:15]=[C:16]([CH:17]([OH:18])[C:1]#[C:2][CH3:3])[CH:19]=[CH:20][CH:21]=1)[C:7]1[CH:8]=[CH:9][CH:10]=[CH:11][CH:12]=1. The catalyst class is: 1. (7) Reactant: [Cl:1][CH2:2][CH2:3][CH2:4][CH2:5][OH:6].N1C=CN=C1.[CH3:12][C:13]([Si:16](Cl)([CH3:18])[CH3:17])([CH3:15])[CH3:14]. Product: [C:13]([Si:16]([O:6][CH2:5][CH2:4][CH2:3][CH2:2][Cl:1])([CH3:18])[CH3:17])([CH3:15])([CH3:14])[CH3:12]. The catalyst class is: 2. (8) Reactant: [Cl:1][C:2]1[CH:22]=[C:21]([N:23]2[CH2:27][CH2:26][CH2:25][CH2:24]2)[CH:20]=[CH:19][C:3]=1[C:4]([NH:6][C:7]1[CH:12]=[CH:11][CH:10]=[CH:9][C:8]=1[CH:13]=[N:14][C@H:15]([CH3:18])[CH2:16][OH:17])=[O:5].[BH4-].[Na+]. Product: [Cl:1][C:2]1[CH:22]=[C:21]([N:23]2[CH2:27][CH2:26][CH2:25][CH2:24]2)[CH:20]=[CH:19][C:3]=1[C:4]([NH:6][C:7]1[CH:12]=[CH:11][CH:10]=[CH:9][C:8]=1[CH2:13][NH:14][C@H:15]([CH3:18])[CH2:16][OH:17])=[O:5]. The catalyst class is: 8.